This data is from Forward reaction prediction with 1.9M reactions from USPTO patents (1976-2016). The task is: Predict the product of the given reaction. Given the reactants [C:1]([C:4]1[CH:5]=[C:6]([CH:26]=[CH:27][CH:28]=1)[O:7][C:8]1[N:9]([CH2:23][CH2:24][CH3:25])[C:10](=[O:22])[C:11]2[NH:12][C:13]([CH:17]3[CH2:21][CH2:20][CH2:19][CH2:18]3)=[N:14][C:15]=2[N:16]=1)(=[O:3])[CH3:2].[CH3:29][Mg]Br, predict the reaction product. The product is: [CH:17]1([C:13]2[NH:12][C:11]3[C:10](=[O:22])[N:9]([CH2:23][CH2:24][CH3:25])[C:8]([O:7][C:6]4[CH:26]=[CH:27][CH:28]=[C:4]([C:1]([OH:3])([CH3:29])[CH3:2])[CH:5]=4)=[N:16][C:15]=3[N:14]=2)[CH2:21][CH2:20][CH2:19][CH2:18]1.